From a dataset of Catalyst prediction with 721,799 reactions and 888 catalyst types from USPTO. Predict which catalyst facilitates the given reaction. (1) Reactant: [BH4-].[Na+].[Cl:3][C:4]1[CH:16]=[CH:15][C:7]([C:8]([CH:10]2[CH2:12][CH:11]2[C:13]#[N:14])=[O:9])=[C:6]([O:17][CH3:18])[CH:5]=1.[Cl-].[NH4+]. Product: [Cl:3][C:4]1[CH:16]=[CH:15][C:7]([CH:8]([OH:9])[CH:10]2[CH2:12][CH:11]2[C:13]#[N:14])=[C:6]([O:17][CH3:18])[CH:5]=1. The catalyst class is: 162. (2) Reactant: [CH2:1]([N:3]1[CH:7]=[CH:6][N:5]=[CH:4]1)[CH3:2].[C:8](=[O:13])([O:11]C)[O:9][CH3:10].[C:14](=O)=O. Product: [CH3:10][O:9][C:8](=[O:11])[O-:13].[CH2:1]([N+:3]1[CH:7]=[CH:6][N:5]([CH3:14])[CH:4]=1)[CH3:2]. The catalyst class is: 5. (3) Reactant: [C:1]([C:5]1([SiH2:11][C:12]([O:27][C:28]([C:47]2[CH:48]=[N:49][C:50](Cl)=[CH:51][CH:52]=2)([SiH2:40][C:41]2[CH:46]=[CH:45][CH:44]=[CH:43][CH:42]=2)[SiH2:29][C:30]2([C:36]([CH3:39])([CH3:38])[CH3:37])[CH:35]=[CH:34][CH:33]=[CH:32][CH2:31]2)([C:20]2[CH:21]=[N:22][C:23](Cl)=[CH:24][CH:25]=2)[SiH2:13][C:14]2[CH:19]=[CH:18][CH:17]=[CH:16][CH:15]=2)[CH:10]=[CH:9][CH:8]=[CH:7][CH2:6]1)([CH3:4])([CH3:3])[CH3:2].[CH2:54](C([Sn])=C(CCCC)CCCC)[CH2:55]CC.[C:69]1(C)C=CC=C[CH:70]=1. Product: [C:1]([C:5]1([SiH2:11][C:12]([O:27][C:28]([C:47]2[CH:48]=[N:49][C:50]([CH:69]=[CH2:70])=[CH:51][CH:52]=2)([SiH2:40][C:41]2[CH:46]=[CH:45][CH:44]=[CH:43][CH:42]=2)[SiH2:29][C:30]2([C:36]([CH3:39])([CH3:38])[CH3:37])[CH:35]=[CH:34][CH:33]=[CH:32][CH2:31]2)([C:20]2[CH:21]=[N:22][C:23]([CH:54]=[CH2:55])=[CH:24][CH:25]=2)[SiH2:13][C:14]2[CH:19]=[CH:18][CH:17]=[CH:16][CH:15]=2)[CH:10]=[CH:9][CH:8]=[CH:7][CH2:6]1)([CH3:4])([CH3:3])[CH3:2]. The catalyst class is: 73. (4) Reactant: [C:1]([O:5][C:6]([N:8]([C:13]1[CH:21]=[CH:20][C:16]([C:17]([OH:19])=[O:18])=[CH:15][C:14]=1[O:22][CH2:23][CH:24]1[CH2:26][CH2:25]1)[S:9]([CH3:12])(=[O:11])=[O:10])=[O:7])([CH3:4])([CH3:3])[CH3:2].O[CH2:28][C:29]([O:31][CH2:32][C:33]1[CH:38]=[CH:37][CH:36]=[CH:35][CH:34]=1)=[O:30].C(Cl)CCl. Product: [C:1]([O:5][C:6]([N:8]([C:13]1[CH:21]=[CH:20][C:16]([C:17]([O:19][CH2:28][C:29]([O:31][CH2:32][C:33]2[CH:38]=[CH:37][CH:36]=[CH:35][CH:34]=2)=[O:30])=[O:18])=[CH:15][C:14]=1[O:22][CH2:23][CH:24]1[CH2:25][CH2:26]1)[S:9]([CH3:12])(=[O:11])=[O:10])=[O:7])([CH3:4])([CH3:2])[CH3:3]. The catalyst class is: 79.